From a dataset of Human Reference Interactome with 51,813 positive PPI pairs across 8,248 proteins, plus equal number of experimentally-validated negative pairs. Binary Classification. Given two protein amino acid sequences, predict whether they physically interact or not. (1) Protein 1 (ENSG00000146476) has sequence MAVVPASLSGQDVGSFAYLTIKDRIPQILTKVIDTLHRHKSEFFEKHGEEGVEAEKKAISLLSKLRNELQTDKPFIPLVEKFVDTDIWNQYLEYQQSLLNESDGKSRWFYSPWLLVECYMYRRIHEAIIQSPPIDYFDVFKESKEQNFYGSQESIIALCTHLQQLIRTIEDLDENQLKDEFFKLLQISLWGNKCDLSLSGGESSSQNTNVLNSLEDLKPFILLNDMEHLWSLLSNCKKTREKASATRVYIVLDNSGFELVTDLILADFLLSSELATEVHFYGKTIPWFVSDTTIHDFNWL.... Protein 2 (ENSG00000169756) has sequence MANALASATCERCKGGFAPAEKIVNSNGELYHEQCFVCAQCFQQFPEGLFYEFEGRKYCEHDFQMLFAPCCHQCGEFIIGRVIKAMNNSWHPECFRCDLCQEVLADIGFVKNAGRHLCRPCHNREKARGLGKYICQKCHAIIDEQPLIFKNDPYHPDHFNCANCGKELTADARELKGELYCLPCHDKMGVPICGACRRPIEGRVVNAMGKQWHVEHFVCAKCEKPFLGHRHYERKGLAYCETHYNQLFGDVCFHCNRVIEGDVVSALNKAWCVNCFACSTCNTKLTLKNKFVEFDMKPVC.... Result: 0 (the proteins do not interact). (2) Result: 0 (the proteins do not interact). Protein 1 (ENSG00000187243) has sequence MAEGSFSVQSESYSVEDMDEGSDEVGEEEMVEGNDYEEFGAFGGYGTLTSFDIHILRAFGSLGPGLRILSNEPWELENPVLAQTLVEALQLDPETLANETAARAANVARAAASNRAARAAAAAARTAFSQVVASHRVATPQVSGEDTQPTTYAAEAQGPTPEPPLASPQTSQMLVTSKMAAPEAPATSAQSQTGSPAQEAATEGPSSACAFSQAPCAREVDANRPSTAFLGQNDVFDFTQPAGVSGMAFPRPKRPAPAQEAATEGPSAASGVPQTGPGREVAATRPKTTKSGKALAKTRW.... Protein 2 (ENSG00000144118) has sequence MAANKSKGQSSLALHKVIMVGSGGVGKSALTLQFMYDEFVEDYEPTKADSYRKKVVLDGEEVQIDILDTAGQEDYAAIRDNYFRSGEGFLLVFSITEHESFTATAEFREQILRVKAEEDKIPLLVVGNKSDLEERRQVPVEEARSKAEEWGVQYVETSAKTRANVDKVFFDLMREIRTKKMSENKDKNGKKSSKNKKSFKERCCLL*MAANKSKGQSSLALHKVIMVGSGGVGKSALTLQFMYDEFVEDYEPTKADSYRKKVVLDGEEVQIDILDTAGQEDYAAIRDNYFRSGEGFLLVF....